Predict the reaction yield, written as a fraction of the theoretical maximum amount of product (1.0 means a 100% yield; for example, 0.34 means a 34% yield). From a dataset of Reaction yield outcomes from USPTO patents with 853,638 reactions. (1) The reactants are [CH3:1][N:2]1[C:6]2=[N:7][C:8]([S:11][CH3:12])=[N:9][CH:10]=[C:5]2[C:4](=O)[NH:3]1.P(Cl)(Cl)([Cl:16])=O.[OH-].[NH4+]. No catalyst specified. The product is [Cl:16][C:4]1[C:5]2[C:6](=[N:7][C:8]([S:11][CH3:12])=[N:9][CH:10]=2)[N:2]([CH3:1])[N:3]=1. The yield is 0.610. (2) The reactants are [C:1]1([CH3:11])[CH:6]=[CH:5][C:4]([S:7](Cl)(=[O:9])=[O:8])=[CH:3][CH:2]=1.[CH2:12]([OH:16])[CH:13]([OH:15])[CH3:14].C(N(CC)CC)C. The catalyst is ClCCl.C(OCC)C.CNC. The product is [C:1]1([CH3:11])[CH:6]=[CH:5][C:4]([S:7]([O:16][CH2:12][CH:13]([OH:15])[CH3:14])(=[O:9])=[O:8])=[CH:3][CH:2]=1. The yield is 0.970.